From a dataset of Reaction yield outcomes from USPTO patents with 853,638 reactions. Predict the reaction yield, written as a fraction of the theoretical maximum amount of product (1.0 means a 100% yield; for example, 0.34 means a 34% yield). (1) The reactants are C(O[C:4](=O)[CH2:5][CH2:6][CH2:7][CH:8]1[CH2:13][CH2:12][CH2:11][CH2:10][NH:9]1)C.C(C([O-])=[O:18])C.CC([O-])(C)C.[K+].C([O-])(O)=O.[Na+]. The catalyst is O1CCCC1. The product is [C:13]1(=[O:18])[CH:8]2[N:9]([CH2:4][CH2:5][CH2:6][CH2:7]2)[CH2:10][CH2:11][CH2:12]1. The yield is 0.740. (2) The reactants are [NH2:1][C:2]1[C:11]2[C:6](=[CH:7][CH:8]=[CH:9][CH:10]=2)[C:5]([CH2:12][C@@H:13]([C:22]([O:24]C)=[O:23])[NH:14][C:15]([O:17][C:18]([CH3:21])([CH3:20])[CH3:19])=[O:16])=[CH:4][CH:3]=1.[OH-].[Na+]. The catalyst is CO. The product is [NH2:1][C:2]1[C:11]2[C:6](=[CH:7][CH:8]=[CH:9][CH:10]=2)[C:5]([CH2:12][C@@H:13]([C:22]([OH:24])=[O:23])[NH:14][C:15]([O:17][C:18]([CH3:19])([CH3:20])[CH3:21])=[O:16])=[CH:4][CH:3]=1. The yield is 0.830.